Dataset: Full USPTO retrosynthesis dataset with 1.9M reactions from patents (1976-2016). Task: Predict the reactants needed to synthesize the given product. (1) Given the product [OH:23][C:24]([CH3:51])([CH3:50])[CH2:25][C@@:26]1([C:44]2[CH:49]=[CH:48][CH:47]=[CH:46][CH:45]=2)[O:31][C:30](=[O:32])[N:29]([C@H:33]([C:35]2[CH:43]=[CH:42][C:38]([C:39]([NH:9][NH2:17])=[O:40])=[CH:37][CH:36]=2)[CH3:34])[CH2:28][CH2:27]1, predict the reactants needed to synthesize it. The reactants are: CN(C(O[N:9]1[N:17]=NC2C=CC=CC1=2)=[N+](C)C)C.[B-](F)(F)(F)F.[OH:23][C:24]([CH3:51])([CH3:50])[CH2:25][C@@:26]1([C:44]2[CH:49]=[CH:48][CH:47]=[CH:46][CH:45]=2)[O:31][C:30](=[O:32])[N:29]([C@H:33]([C:35]2[CH:43]=[CH:42][C:38]([C:39](O)=[O:40])=[CH:37][CH:36]=2)[CH3:34])[CH2:28][CH2:27]1.C(N(C(C)C)C(C)C)C.O.NN. (2) Given the product [CH3:1][S:2]([O:27][C:24]1[CH:25]=[CH:26][C:21]([C:13]2([C:9]3[CH:10]=[N:11][CH:12]=[C:7]([Br:6])[CH:8]=3)[C:14](=[O:20])[N:15]([CH3:19])[C:16](=[S:18])[NH:17]2)=[CH:22][CH:23]=1)(=[O:4])=[O:3], predict the reactants needed to synthesize it. The reactants are: [CH3:1][S:2](Cl)(=[O:4])=[O:3].[Br:6][C:7]1[CH:8]=[C:9]([C:13]2([C:21]3[CH:26]=[CH:25][C:24]([OH:27])=[CH:23][CH:22]=3)[NH:17][C:16](=[S:18])[N:15]([CH3:19])[C:14]2=[O:20])[CH:10]=[N:11][CH:12]=1.C(N(CC)CC)C.C(=O)(O)[O-].[Na+]. (3) Given the product [C:34]([NH:1][C:2]1[CH:7]=[CH:6][CH:5]=[CH:4][C:3]=1[CH:8]1[N:13]2[N:14]=[C:15]([C:20]3[CH:25]=[CH:24][C:23]([O:26][C:27]4[CH:28]=[CH:29][C:30]([F:33])=[CH:31][CH:32]=4)=[CH:22][CH:21]=3)[C:16]([C:17]([NH2:19])=[O:18])=[C:12]2[NH:11][CH2:10][CH2:9]1)(=[O:37])[CH:35]=[CH2:36], predict the reactants needed to synthesize it. The reactants are: [NH2:1][C:2]1[CH:7]=[CH:6][CH:5]=[CH:4][C:3]=1[CH:8]1[N:13]2[N:14]=[C:15]([C:20]3[CH:25]=[CH:24][C:23]([O:26][C:27]4[CH:32]=[CH:31][C:30]([F:33])=[CH:29][CH:28]=4)=[CH:22][CH:21]=3)[C:16]([C:17]([NH2:19])=[O:18])=[C:12]2[NH:11][CH2:10][CH2:9]1.[C:34](Cl)(=[O:37])[CH:35]=[CH2:36]. (4) Given the product [CH3:26][O:27][CH2:28][CH2:29][O:30][CH2:31][O:1][CH2:2][CH2:3][N:4]([C:6]1[O:7][CH2:8][C:9](=[O:16])[C:10]=1[C:11]([O:13][CH2:14][CH3:15])=[O:12])[CH3:5], predict the reactants needed to synthesize it. The reactants are: [OH:1][CH2:2][CH2:3][N:4]([C:6]1[O:7][CH2:8][C:9](=[O:16])[C:10]=1[C:11]([O:13][CH2:14][CH3:15])=[O:12])[CH3:5].C(N(C(C)C)CC)(C)C.[CH3:26][O:27][CH2:28][CH2:29][O:30][CH2:31]Cl. (5) Given the product [CH3:37][O:36][C:34]([C:32]1[N:33]=[C:28]([C:9]2[CH:25]=[CH:24][C:12]3[O:13][CH2:14][CH2:15][N:16]([C:17]([O:19][C:20]([CH3:21])([CH3:22])[CH3:23])=[O:18])[C:11]=3[CH:10]=2)[CH:29]=[CH:30][C:31]=1[O:38][CH2:39][CH2:40][CH2:41][O:42][C:43]1[CH:48]=[CH:47][CH:46]=[CH:45][CH:44]=1)=[O:35], predict the reactants needed to synthesize it. The reactants are: CC1(C)C(C)(C)OB([C:9]2[CH:25]=[CH:24][C:12]3[O:13][CH2:14][CH2:15][N:16]([C:17]([O:19][C:20]([CH3:23])([CH3:22])[CH3:21])=[O:18])[C:11]=3[CH:10]=2)O1.Br[C:28]1[N:33]=[C:32]([C:34]([O:36][CH3:37])=[O:35])[C:31]([O:38][CH2:39][CH2:40][CH2:41][O:42][C:43]2[CH:48]=[CH:47][CH:46]=[CH:45][CH:44]=2)=[CH:30][CH:29]=1.C([O-])([O-])=O.[K+].[K+]. (6) The reactants are: [NH2:1][C:2]1[CH:3]=[CH:4][C:5]([F:28])=[C:6]([C@:8]2([CH3:27])[CH2:13][N:12]3[C:14]([C:17]#[N:18])=[CH:15][N:16]=[C:11]3[C:10]([NH:19][C:20](=[O:26])[O:21][C:22]([CH3:25])([CH3:24])[CH3:23])=[N:9]2)[CH:7]=1.[CH3:29][O:30][C:31]1[N:32]=[CH:33][C:34]([C:37](O)=[O:38])=[N:35][CH:36]=1. Given the product [C:17]([C:14]1[N:12]2[CH2:13][C@:8]([C:6]3[CH:7]=[C:2]([NH:1][C:37]([C:34]4[CH:33]=[N:32][C:31]([O:30][CH3:29])=[CH:36][N:35]=4)=[O:38])[CH:3]=[CH:4][C:5]=3[F:28])([CH3:27])[N:9]=[C:10]([NH:19][C:20](=[O:26])[O:21][C:22]([CH3:24])([CH3:23])[CH3:25])[C:11]2=[N:16][CH:15]=1)#[N:18], predict the reactants needed to synthesize it.